From a dataset of Reaction yield outcomes from USPTO patents with 853,638 reactions. Predict the reaction yield, written as a fraction of the theoretical maximum amount of product (1.0 means a 100% yield; for example, 0.34 means a 34% yield). (1) The reactants are Br[C:2]1[C:3]2[N:4]([C:9]([C:19]3[CH:24]=[CH:23][N:22]=[C:21]([OH:25])[N:20]=3)=[C:10]([C:12]3[CH:17]=[CH:16][CH:15]=[C:14]([CH3:18])[N:13]=3)[N:11]=2)[CH:5]=[C:6]([CH3:8])[CH:7]=1.[N:26]1[CH:31]=[CH:30][C:29]([CH2:32][CH2:33][NH2:34])=[CH:28][CH:27]=1.CC([O-])(C)C.[Na+].C1(P(C2CCCCC2)C2C=CC=CC=2C2C=CC=CC=2N(C)C)CCCCC1. The catalyst is O1CCOCC1.CC([O-])=O.CC([O-])=O.[Pd+2]. The product is [CH3:8][C:6]1[CH:7]=[C:2]([NH:34][CH2:33][CH2:32][C:29]2[CH:30]=[CH:31][N:26]=[CH:27][CH:28]=2)[C:3]2[N:4]([C:9]([C:19]3[CH:24]=[CH:23][N:22]=[C:21]([OH:25])[N:20]=3)=[C:10]([C:12]3[CH:17]=[CH:16][CH:15]=[C:14]([CH3:18])[N:13]=3)[N:11]=2)[CH:5]=1. The yield is 0.0400. (2) The reactants are Cl.C[O:3][CH:4](OC)[C:5]1[CH:10]=[CH:9][N:8]=[C:7]([NH2:11])[N:6]=1.C([O-])([O-])=O.[Na+].[Na+].[BH4-].[Na+].[OH-].[Na+]. The catalyst is CO.C1COCC1.O.CCOC(C)=O. The product is [NH2:11][C:7]1[N:6]=[C:5]([CH2:4][OH:3])[CH:10]=[CH:9][N:8]=1. The yield is 0.0700. (3) The product is [Cl:1][C:2]1[CH:11]=[C:6]2[C:5]([CH:12]=[C:10]([C:16]3[CH:19]=[CH:20][CH:21]=[CH:22][C:15]=3[C:14]([F:24])([F:23])[F:13])[NH:9][C:7]2=[O:8])=[CH:4][CH:3]=1. The catalyst is C1COCC1. The yield is 0.780. The reactants are [Cl:1][C:2]1[CH:3]=[CH:4][C:5]([CH3:12])=[C:6]([CH:11]=1)[C:7]([NH:9][CH3:10])=[O:8].[F:13][C:14]([F:24])([F:23])[C:15]1[CH:22]=[CH:21][CH:20]=[CH:19][C:16]=1C#N.[Cl-].[NH4+]. (4) The catalyst is O1CCOCC1. The reactants are [CH:1]1([CH2:7][C:8]2([CH3:40])[C:17]3[C:12](=[CH:13][CH:14]=[CH:15][CH:16]=3)[C:11]([OH:18])=[C:10]([C:19]3[NH:24][C:23]4[CH:25]=[CH:26][C:27]([NH:29]C(=O)OC(C)(C)C)=[CH:28][C:22]=4[S:21](=[O:38])(=[O:37])[N:20]=3)[C:9]2=[O:39])[CH2:6][CH2:5][CH2:4][CH2:3][CH2:2]1.[ClH:41]. The product is [ClH:41].[NH2:29][C:27]1[CH:26]=[CH:25][C:23]2[NH:24][C:19]([C:10]3[C:9](=[O:39])[C:8]([CH2:7][CH:1]4[CH2:6][CH2:5][CH2:4][CH2:3][CH2:2]4)([CH3:40])[C:17]4[C:12]([C:11]=3[OH:18])=[CH:13][CH:14]=[CH:15][CH:16]=4)=[N:20][S:21](=[O:38])(=[O:37])[C:22]=2[CH:28]=1. The yield is 0.910. (5) The yield is 0.610. The reactants are [C:1]([C:3]1[CH:8]=[CH:7][C:6]([S:9]([NH:12][C:13]2[CH:14]=[CH:15][CH:16]=[C:17]3[C:22]=2[N:21]=[CH:20][CH:19]=[CH:18]3)(=[O:11])=[O:10])=[C:5]([N+:23]([O-])=O)[CH:4]=1)#[N:2].Cl[Sn]Cl. The product is [NH2:23][C:5]1[CH:4]=[C:3]([C:1]#[N:2])[CH:8]=[CH:7][C:6]=1[S:9]([NH:12][C:13]1[CH:14]=[CH:15][CH:16]=[C:17]2[C:22]=1[N:21]=[CH:20][CH:19]=[CH:18]2)(=[O:11])=[O:10]. The catalyst is Cl.CCO.